From a dataset of Reaction yield outcomes from USPTO patents with 853,638 reactions. Predict the reaction yield, written as a fraction of the theoretical maximum amount of product (1.0 means a 100% yield; for example, 0.34 means a 34% yield). (1) The reactants are [F:1][C:2]1[CH:7]=[CH:6][CH:5]=[C:4]([F:8])[C:3]=1[C:9](=[O:11])[CH3:10].[Br:12]Br. The catalyst is C(OCC)(=O)C.[Cu](Br)Br. The product is [Br:12][CH2:10][C:9]([C:3]1[C:2]([F:1])=[CH:7][CH:6]=[CH:5][C:4]=1[F:8])=[O:11]. The yield is 0.780. (2) The reactants are [NH2:1][C:2]1[C:11]2[CH:10]=[CH:9][CH:8]=[C:7](Br)[C:6]=2[N:5]=[C:4]2[CH2:13][N:14]([CH:17]3[CH2:20][CH2:19][CH2:18]3)[C:15](=[O:16])[C:3]=12.[F:21][C:22]1[CH:29]=[CH:28][C:25]([C:26]#[N:27])=[C:24]([Sn](CCCC)(CCCC)CCCC)[CH:23]=1. No catalyst specified. The product is [NH2:1][C:2]1[C:11]2[CH:10]=[CH:9][CH:8]=[C:7]([C:28]3[CH:29]=[C:22]([F:21])[CH:23]=[CH:24][C:25]=3[C:26]#[N:27])[C:6]=2[N:5]=[C:4]2[CH2:13][N:14]([CH:17]3[CH2:20][CH2:19][CH2:18]3)[C:15](=[O:16])[C:3]=12. The yield is 0.579. (3) The reactants are [NH2:1][C:2]1[C:7]([NH2:8])=[CH:6][CH:5]=[CH:4][C:3]=1[OH:9].C([O-])([O-])=O.[K+].[K+].[CH2:16](Br)[C:17]1[CH:22]=[CH:21][CH:20]=[CH:19][CH:18]=1.[C:24](O)(=O)[CH2:25][CH3:26]. The catalyst is CN(C=O)C. The product is [CH2:16]([O:9][C:3]1[C:2]2[NH:1][C:24]([CH2:25][CH3:26])=[N:8][C:7]=2[CH:6]=[CH:5][CH:4]=1)[C:17]1[CH:22]=[CH:21][CH:20]=[CH:19][CH:18]=1. The yield is 0.440. (4) The reactants are [CH3:1][C:2]1[CH:10]=[CH:9][C:8]([N+:11]([O-])=O)=[CH:7][C:3]=1[C:4]([OH:6])=[O:5].[Sn].Cl. No catalyst specified. The product is [CH3:1][C:2]1[CH:10]=[CH:9][C:8]([NH2:11])=[CH:7][C:3]=1[C:4]([OH:6])=[O:5]. The yield is 0.750.